The task is: Predict which catalyst facilitates the given reaction.. This data is from Catalyst prediction with 721,799 reactions and 888 catalyst types from USPTO. (1) Reactant: Cl[C:2]1[N:7]=[CH:6][C:5]2[C:8]([N:14]3[CH2:20][C:16]4([CH2:19][O:18][CH2:17]4)[CH2:15]3)=[N:9][N:10]([CH:11]([CH3:13])[CH3:12])[C:4]=2[CH:3]=1.[NH2:21][C:22]1[CH:27]=[CH:26][N:25]=[C:24]([N:28]2[CH2:33][CH2:32][CH:31]([OH:34])[C:30]([CH3:36])([CH3:35])[CH2:29]2)[N:23]=1.C(=O)([O-])[O-].[Cs+].[Cs+].C1(P(C2CCCCC2)C2C=CC=CC=2C2C(C(C)C)=CC(C(C)C)=CC=2C(C)C)CCCCC1. Product: [CH:11]([N:10]1[C:4]2[CH:3]=[C:2]([NH:21][C:22]3[CH:27]=[CH:26][N:25]=[C:24]([N:28]4[CH2:33][CH2:32][CH:31]([OH:34])[C:30]([CH3:36])([CH3:35])[CH2:29]4)[N:23]=3)[N:7]=[CH:6][C:5]=2[C:8]([N:14]2[CH2:20][C:16]3([CH2:19][O:18][CH2:17]3)[CH2:15]2)=[N:9]1)([CH3:13])[CH3:12]. The catalyst class is: 584. (2) Reactant: [Cl:1][C:2]1[N:11]=[CH:10][CH:9]=[C:8](Cl)[C:3]=1[C:4]([O:6][CH3:7])=[O:5].[CH3:13][S-:14].[Na+].IC. Product: [Cl:1][C:2]1[N:11]=[CH:10][CH:9]=[C:8]([S:14][CH3:13])[C:3]=1[C:4]([O:6][CH3:7])=[O:5]. The catalyst class is: 829.